This data is from Full USPTO retrosynthesis dataset with 1.9M reactions from patents (1976-2016). The task is: Predict the reactants needed to synthesize the given product. (1) Given the product [CH3:9][N:10]1[CH2:15][CH:14]=[C:13]([O:16][S:18]([C:21]([F:24])([F:23])[F:22])(=[O:20])=[O:19])[CH2:12][CH2:11]1, predict the reactants needed to synthesize it. The reactants are: [Li+].CC([N-]C(C)C)C.[CH3:9][N:10]1[CH2:15][CH2:14][C:13](=[O:16])[CH2:12][CH2:11]1.N(C1C=CC=CC=1)([S:18]([C:21]([F:24])([F:23])[F:22])(=[O:20])=[O:19])[S:18]([C:21]([F:24])([F:23])[F:22])(=[O:20])=[O:19]. (2) Given the product [CH2:2]([O:9][C:10]1[CH:11]=[C:12]([C:18]2[C:19]([CH3:31])([CH3:30])[C:20](=[O:29])[N:21]([CH:23]3[CH2:24][CH2:25][N:26]([C:45]([C:44]4[CH:48]=[C:40]([O:39][CH2:32][C:33]5[CH:38]=[CH:37][CH:36]=[CH:35][CH:34]=5)[CH:41]=[CH:42][C:43]=4[CH3:49])=[O:46])[CH2:27][CH2:28]3)[N:22]=2)[CH:13]=[CH:14][C:15]=1[O:16][CH3:17])[C:3]1[CH:4]=[CH:5][CH:6]=[CH:7][CH:8]=1, predict the reactants needed to synthesize it. The reactants are: Cl.[CH2:2]([O:9][C:10]1[CH:11]=[C:12]([C:18]2[C:19]([CH3:31])([CH3:30])[C:20](=[O:29])[N:21]([CH:23]3[CH2:28][CH2:27][NH:26][CH2:25][CH2:24]3)[N:22]=2)[CH:13]=[CH:14][C:15]=1[O:16][CH3:17])[C:3]1[CH:8]=[CH:7][CH:6]=[CH:5][CH:4]=1.[CH2:32]([O:39][C:40]1[CH:41]=[CH:42][C:43]([CH3:49])=[C:44]([CH:48]=1)[C:45](O)=[O:46])[C:33]1[CH:38]=[CH:37][CH:36]=[CH:35][CH:34]=1. (3) The reactants are: [CH3:1][C:2]1([CH3:31])[C@H:4]([C:5](O[C@@H](C2C=CC=C(OC3C=CC=CC=3)C=2)C#N)=[O:6])[C@@H:3]1/[CH:24]=[C:25](\[Cl:30])/[C:26]([F:29])([F:28])[F:27].[Cl:32]/C(/C(F)(F)F)=C\[C@@H]1[C@H](C(O)=O)C1(C)C. Given the product [Cl:30]/[C:25](/[C:26]([F:29])([F:28])[F:27])=[CH:24]\[C@@H:3]1[C@H:4]([C:5]([Cl:32])=[O:6])[C:2]1([CH3:31])[CH3:1], predict the reactants needed to synthesize it. (4) Given the product [F:25][C:19]1[CH:18]=[C:17]([CH:22]=[CH:21][C:20]=1[O:23][CH3:24])[CH2:15][C:10]1[CH:11]=[CH:12][CH:13]=[CH:14][C:9]=1[OH:8], predict the reactants needed to synthesize it. The reactants are: C([O:8][C:9]1[CH:14]=[CH:13][CH:12]=[CH:11][C:10]=1[CH:15]([C:17]1[CH:22]=[CH:21][C:20]([O:23][CH3:24])=[C:19]([F:25])[CH:18]=1)O)C1C=CC=CC=1.Cl.